Dataset: Full USPTO retrosynthesis dataset with 1.9M reactions from patents (1976-2016). Task: Predict the reactants needed to synthesize the given product. Given the product [Cl:1][C:2]1[CH:7]=[C:6]([N+:8]([O-:10])=[O:9])[CH:5]=[CH:4][C:3]=1[O:12][C:13]1[CH:14]=[C:15]([C:19](=[O:21])[CH3:20])[CH:16]=[CH:17][CH:18]=1, predict the reactants needed to synthesize it. The reactants are: [Cl:1][C:2]1[CH:7]=[C:6]([N+:8]([O-:10])=[O:9])[CH:5]=[CH:4][C:3]=1F.[OH:12][C:13]1[CH:14]=[C:15]([C:19](=[O:21])[CH3:20])[CH:16]=[CH:17][CH:18]=1.C(=O)([O-])[O-].[K+].[K+].